This data is from Forward reaction prediction with 1.9M reactions from USPTO patents (1976-2016). The task is: Predict the product of the given reaction. (1) The product is: [NH2:27][C:4]1[N:3]=[C:2]([C:36]2[CH:68]=[CH:67][C:39]([O:40][CH2:41][C@H:42]([NH:47][C:48]([C:55]3[CH:60]=[CH:59][CH:58]=[CH:57][CH:56]=3)([C:49]3[CH:50]=[CH:51][CH:52]=[CH:53][CH:54]=3)[C:61]3[CH:66]=[CH:65][CH:64]=[CH:63][CH:62]=3)[C:43]([O:45][CH3:46])=[O:44])=[CH:38][CH:37]=2)[CH:7]=[C:6]([O:8][CH:9]([C:14]2[CH:19]=[CH:18][C:17]([C:20]3[CH:25]=[CH:24][CH:23]=[C:22]([F:26])[CH:21]=3)=[CH:16][CH:15]=2)[C:10]([F:13])([F:12])[F:11])[N:5]=1. Given the reactants Cl[C:2]1[CH:7]=[C:6]([O:8][CH:9]([C:14]2[CH:19]=[CH:18][C:17]([C:20]3[CH:25]=[CH:24][CH:23]=[C:22]([F:26])[CH:21]=3)=[CH:16][CH:15]=2)[C:10]([F:13])([F:12])[F:11])[N:5]=[C:4]([NH2:27])[N:3]=1.CC1(C)C(C)(C)OB([C:36]2[CH:68]=[CH:67][C:39]([O:40][CH2:41][C@H:42]([NH:47][C:48]([C:61]3[CH:66]=[CH:65][CH:64]=[CH:63][CH:62]=3)([C:55]3[CH:60]=[CH:59][CH:58]=[CH:57][CH:56]=3)[C:49]3[CH:54]=[CH:53][CH:52]=[CH:51][CH:50]=3)[C:43]([O:45][CH3:46])=[O:44])=[CH:38][CH:37]=2)O1.C([O-])([O-])=O.[Na+].[Na+].C(O)C, predict the reaction product. (2) Given the reactants [CH3:1][O:2][C:3]1[CH:8]=[CH:7][C:6](Cl)=[CH:5][CH:4]=1.[C:10]1([CH3:19])[CH:15]=[CH:14][CH:13]=[C:12]([C:16](=[O:18])[CH3:17])[CH:11]=1.P, predict the reaction product. The product is: [CH3:1][O:2][C:3]1[CH:8]=[CH:7][C:6]([CH2:17][C:16]([C:12]2[CH:11]=[C:10]([CH3:19])[CH:15]=[CH:14][CH:13]=2)=[O:18])=[CH:5][CH:4]=1. (3) The product is: [Cl:8][C:4]1[CH:5]=[CH:6][CH:7]=[C:2]([Cl:1])[C:3]=1[C:9]1[C:13]([CH2:14][CH2:15][CH2:16][OH:17])=[C:12]([CH:18]([CH3:20])[CH3:19])[O:11][N:10]=1. Given the reactants [Cl:1][C:2]1[CH:7]=[CH:6][CH:5]=[C:4]([Cl:8])[C:3]=1[C:9]1[C:13]([CH2:14][CH2:15][CH:16]=[O:17])=[C:12]([CH:18]([CH3:20])[CH3:19])[O:11][N:10]=1.[BH4-].[Na+].[Cl-].[NH4+], predict the reaction product.